From a dataset of Full USPTO retrosynthesis dataset with 1.9M reactions from patents (1976-2016). Predict the reactants needed to synthesize the given product. (1) Given the product [NH:8]([C:24]([O:26][CH2:27][CH:28]1[C:29]2[C:34](=[CH:33][CH:32]=[CH:31][CH:30]=2)[C:35]2[C:40]1=[CH:39][CH:38]=[CH:37][CH:36]=2)=[O:23])[C@H:9]([C:12]([OH:14])=[O:13])[CH2:10][OH:11], predict the reactants needed to synthesize it. The reactants are: C(N(CC)CC)C.[NH2:8][C@H:9]([C:12]([OH:14])=[O:13])[CH2:10][OH:11].Cl.C1C(=O)N([O:23][C:24]([O:26][CH2:27][CH:28]2[C:40]3[C:35](=[CH:36][CH:37]=[CH:38][CH:39]=3)[C:34]3[C:29]2=[CH:30][CH:31]=[CH:32][CH:33]=3)=O)C(=O)C1. (2) Given the product [Cl:1][C:2]1[CH:3]=[CH:4][C:5]([O:11][CH3:12])=[C:6]([C:14]2[C:19]([NH2:20])=[CH:18][CH:17]=[CH:16][N:15]=2)[CH:7]=1, predict the reactants needed to synthesize it. The reactants are: [Cl:1][C:2]1[CH:3]=[CH:4][C:5]([O:11][CH3:12])=[C:6](B(O)O)[CH:7]=1.Br[C:14]1[C:19]([NH2:20])=[CH:18][CH:17]=[CH:16][N:15]=1. (3) Given the product [I:1][C:2]1[CH:10]=[CH:9][C:5]([C:6]([O:8][CH3:14])=[O:7])=[CH:4][C:3]=1[N+:11]([O-:13])=[O:12], predict the reactants needed to synthesize it. The reactants are: [I:1][C:2]1[CH:10]=[CH:9][C:5]([C:6]([OH:8])=[O:7])=[CH:4][C:3]=1[N+:11]([O-:13])=[O:12].[C:14](=O)([O-])[O-].[K+].[K+].C(N(CC)CC)C.IC. (4) Given the product [C:1]1([C:7]2[CH:8]=[N:9][N:10]3[CH:15]=[C:14]([C:16]4[CH:17]=[C:18]([C:21]([Cl:27])=[O:23])[S:19][CH:20]=4)[CH:13]=[N:12][C:11]=23)[CH:6]=[CH:5][CH:4]=[CH:3][CH:2]=1, predict the reactants needed to synthesize it. The reactants are: [C:1]1([C:7]2[CH:8]=[N:9][N:10]3[CH:15]=[C:14]([C:16]4[CH:17]=[C:18]([C:21]([OH:23])=O)[S:19][CH:20]=4)[CH:13]=[N:12][C:11]=23)[CH:6]=[CH:5][CH:4]=[CH:3][CH:2]=1.C(Cl)(=O)C([Cl:27])=O. (5) Given the product [C:15]([CH2:16][NH:1][C:2]1[CH:3]=[C:4]([CH:10]=[C:11]([F:14])[C:12]=1[CH3:13])[C:5]([O:7][CH2:8][CH3:9])=[O:6])#[N:17], predict the reactants needed to synthesize it. The reactants are: [NH2:1][C:2]1[CH:3]=[C:4]([CH:10]=[C:11]([F:14])[C:12]=1[CH3:13])[C:5]([O:7][CH2:8][CH3:9])=[O:6].[CH2:15]([N:17](C(C)C)C(C)C)[CH3:16].BrCC#N. (6) Given the product [O:14]=[C:12]([CH:8]1[CH2:9][CH2:10][CH2:11][O:7]1)[CH2:16][C:17]#[N:18], predict the reactants needed to synthesize it. The reactants are: CC([O-])(C)C.[K+].[O:7]1[CH2:11][CH2:10][CH2:9][CH:8]1[C:12]([O:14]C)=O.[CH3:16][C:17]#[N:18]. (7) Given the product [F:1][C:2]([F:15])([F:14])[S:3]([O:6][C:32]1[CH2:37][CH2:36][CH:35]([CH2:38][C:39]([O:41][CH2:42][CH3:43])=[O:40])[CH2:34][CH:33]=1)(=[O:5])=[O:4], predict the reactants needed to synthesize it. The reactants are: [F:1][C:2]([F:15])([F:14])[S:3]([O:6]S(C(F)(F)F)(=O)=O)(=[O:5])=[O:4].C(C1C=C(C)C=C(C(C)(C)C)N=1)(C)(C)C.O=[C:32]1[CH2:37][CH2:36][CH:35]([CH2:38][C:39]([O:41][CH2:42][CH3:43])=[O:40])[CH2:34][CH2:33]1.